From a dataset of Forward reaction prediction with 1.9M reactions from USPTO patents (1976-2016). Predict the product of the given reaction. (1) Given the reactants [CH3:1][N:2]([CH3:8])[CH2:3][CH:4]([OH:7])[CH2:5][OH:6].[C:9]([OH:26])(=O)[CH2:10][CH2:11][CH2:12][CH2:13][CH2:14][CH2:15][CH2:16]/[CH:17]=[CH:18]\[CH2:19][CH2:20][CH2:21][CH2:22][CH2:23][CH3:24].CC[N+]([CH2:32][CH2:33][CH2:34]N(C)C)=C=N, predict the reaction product. The product is: [C:9]([O:6][CH2:5][CH:4]([O:7][C:9](=[O:26])[CH2:10][CH2:11][CH2:12][CH2:13][CH2:14][CH2:15][CH2:16]/[CH:17]=[CH:18]\[CH2:19][CH2:20][CH2:21][CH2:22][CH2:23][CH3:24])[CH2:3][N:2]([CH3:8])[CH3:1])(=[O:26])[CH2:10][CH2:11][CH2:12][CH2:13][CH2:14][CH2:15][CH2:16]/[CH:17]=[CH:18]\[CH2:19][CH2:20][CH2:21][CH2:34][CH2:33][CH3:32]. (2) Given the reactants Cl[C:2]1[CH:3]=[C:4]([C:9]2[N:13]3[CH:14]=[CH:15][C:16]([C:19]([OH:22])([CH3:21])[CH3:20])=[C:17]([F:18])[C:12]3=[N:11][CH:10]=2)[CH:5]=[CH:6][C:7]=1[F:8].[CH3:23][O:24][C:25]1[CH:30]=[CH:29][CH:28]=[CH:27][C:26]=1B(O)O, predict the reaction product. The product is: [F:18][C:17]1[C:12]2[N:13]([C:9]([C:4]3[CH:5]=[CH:6][C:7]([F:8])=[C:2]([C:26]4[CH:27]=[CH:28][CH:29]=[CH:30][C:25]=4[O:24][CH3:23])[CH:3]=3)=[CH:10][N:11]=2)[CH:14]=[CH:15][C:16]=1[C:19]([OH:22])([CH3:21])[CH3:20]. (3) The product is: [F:3][C:4]1[CH:9]=[CH:8][CH:7]=[CH:6][C:5]=1[S:10]([NH:13][C:14]1[C:23]([C:24]([OH:26])=[O:25])=[C:22]2[C:17]([C@H:18]3[CH2:30][CH2:29][O:28][C@H:19]3[CH2:20][O:21]2)=[CH:16][CH:15]=1)(=[O:12])=[O:11]. Given the reactants [OH-].[Li+].[F:3][C:4]1[CH:9]=[CH:8][CH:7]=[CH:6][C:5]=1[S:10]([NH:13][C:14]1[C:23]([C:24]([O:26]C)=[O:25])=[C:22]2[C:17]([C@H:18]3[CH2:30][CH2:29][O:28][C@H:19]3[CH2:20][O:21]2)=[CH:16][CH:15]=1)(=[O:12])=[O:11].C(O)(=O)CC(CC(O)=O)(C(O)=O)O, predict the reaction product. (4) Given the reactants [C:1]([O:5][C:6]([C@@H:8]1[CH2:24][C@:11]2([O:15][C:14](=[O:16])[N:13]([C:17]3[CH:22]=[CH:21][CH:20]=[C:19]([Cl:23])[CH:18]=3)[CH2:12]2)[CH2:10][NH:9]1)=[O:7])([CH3:4])([CH3:3])[CH3:2].[CH:25]1([CH2:31][C:32]([NH:34][C@@H:35]([C:39]([CH3:42])([CH3:41])[CH3:40])[C:36](O)=[O:37])=[O:33])[CH2:30][CH2:29][CH2:28][CH2:27][CH2:26]1, predict the reaction product. The product is: [C:1]([O:5][C:6]([C@@H:8]1[CH2:24][C@:11]2([O:15][C:14](=[O:16])[N:13]([C:17]3[CH:22]=[CH:21][CH:20]=[C:19]([Cl:23])[CH:18]=3)[CH2:12]2)[CH2:10][N:9]1[C:36](=[O:37])[C@@H:35]([NH:34][C:32](=[O:33])[CH2:31][CH:25]1[CH2:30][CH2:29][CH2:28][CH2:27][CH2:26]1)[C:39]([CH3:41])([CH3:42])[CH3:40])=[O:7])([CH3:4])([CH3:2])[CH3:3]. (5) The product is: [Br:35][C:36]1[C:37]([N:46]2[CH2:51][CH2:50][N:49]([CH2:52][C:53]3[CH:54]=[N:55][C:56]([C:59]([F:62])([F:61])[F:60])=[CH:57][CH:58]=3)[CH2:48][CH2:47]2)=[C:38]2[N:43]=[C:81]([C:80]3[CH:79]=[CH:78][C:77]([N:71]4[CH2:76][CH2:75][O:74][CH2:73][CH2:72]4)=[CH:84][CH:83]=3)[NH:42][C:39]2=[N:40][CH:41]=1. Given the reactants BrC1C(N2CCN(C(NC3C=CC=CC=3)=O)CC2)=C2N=C(C3C=CC(N(C)C)=CC=3)NC2=NC=1.[Br:35][C:36]1[C:37]([N:46]2[CH2:51][CH2:50][N:49]([CH2:52][C:53]3[CH:54]=[N:55][C:56]([C:59]([F:62])([F:61])[F:60])=[CH:57][CH:58]=3)[CH2:48][CH2:47]2)=[C:38]([N+:43]([O-])=O)[C:39]([NH2:42])=[N:40][CH:41]=1.[O-]S(S([O-])=O)=O.[Na+].[Na+].[N:71]1([C:77]2[CH:84]=[CH:83][C:80]([CH:81]=O)=[CH:79][CH:78]=2)[CH2:76][CH2:75][O:74][CH2:73][CH2:72]1, predict the reaction product. (6) Given the reactants [CH3:1][O:2][C:3]1[CH:4]=[C:5]([NH:16]C(=O)OCC2C=CC=CC=2)[CH:6]=[CH:7][C:8]=1[CH:9]1[CH2:14][CH2:13][N:12]([CH3:15])[CH2:11][CH2:10]1.C(O)C, predict the reaction product. The product is: [CH3:1][O:2][C:3]1[CH:4]=[C:5]([CH:6]=[CH:7][C:8]=1[CH:9]1[CH2:14][CH2:13][N:12]([CH3:15])[CH2:11][CH2:10]1)[NH2:16]. (7) Given the reactants S(Cl)(Cl)=O.C(N([CH:11]([CH3:13])[CH3:12])C(C)C)C.[CH:14]1([NH:20][C:21]2[CH:26]=[CH:25][CH:24]=[CH:23][N:22]=2)[CH2:19][CH2:18][CH2:17][CH2:16][CH2:15]1.[OH2:27].[C:28]1([CH3:34])[CH:33]=[CH:32][CH:31]=[CH:30][CH:29]=1, predict the reaction product. The product is: [CH:14]1([N:20]([C:21]2[CH:26]=[CH:25][CH:24]=[CH:23][N:22]=2)[C:31](=[O:27])/[CH:30]=[CH:29]/[C:28]2[CH:34]=[C:11]([CH3:12])[CH:13]=[CH:32][CH:33]=2)[CH2:19][CH2:18][CH2:17][CH2:16][CH2:15]1. (8) Given the reactants [CH2:1]([N:3]([CH2:19][CH3:20])[CH2:4][CH2:5][CH2:6][CH2:7][O:8][C:9]1[CH:10]=[C:11]2[C:16](=[CH:17][CH:18]=1)[NH:15][CH2:14][CH2:13][CH2:12]2)[CH3:2].Cl[C:22]([O:24][C:25]1[CH:30]=[CH:29][C:28]([Cl:31])=[CH:27][CH:26]=1)=[O:23], predict the reaction product. The product is: [Cl:31][C:28]1[CH:29]=[CH:30][C:25]([O:24][C:22]([N:15]2[C:16]3[C:11](=[CH:10][C:9]([O:8][CH2:7][CH2:6][CH2:5][CH2:4][N:3]([CH2:1][CH3:2])[CH2:19][CH3:20])=[CH:18][CH:17]=3)[CH2:12][CH2:13][CH2:14]2)=[O:23])=[CH:26][CH:27]=1. (9) Given the reactants [N:1]1[CH:6]=[CH:5][C:4]([C:7]2[CH:8]=[C:9]([C:14]3[CH:19]=[CH:18][CH:17]=[CH:16][CH:15]=3)[CH:10]=[CH:11][C:12]=2[OH:13])=[CH:3][N:2]=1.[Cl:20][C:21]1[C:22](F)=[CH:23][C:24]([F:47])=[C:25]([S:27]([N:30]([CH2:36][C:37]2[CH:42]=[CH:41][C:40]([O:43][CH3:44])=[CH:39][C:38]=2[O:45][CH3:46])[C:31]2[S:32][CH:33]=[N:34][N:35]=2)(=[O:29])=[O:28])[CH:26]=1.C(=O)([O-])[O-].[K+].[K+], predict the reaction product. The product is: [Cl:20][C:21]1[C:22]([O:13][C:12]2[CH:11]=[CH:10][C:9]([C:14]3[CH:19]=[CH:18][CH:17]=[CH:16][CH:15]=3)=[CH:8][C:7]=2[C:4]2[CH:5]=[CH:6][N:1]=[N:2][CH:3]=2)=[CH:23][C:24]([F:47])=[C:25]([S:27]([N:30]([CH2:36][C:37]2[CH:42]=[CH:41][C:40]([O:43][CH3:44])=[CH:39][C:38]=2[O:45][CH3:46])[C:31]2[S:32][CH:33]=[N:34][N:35]=2)(=[O:28])=[O:29])[CH:26]=1.